Dataset: TCR-epitope binding with 47,182 pairs between 192 epitopes and 23,139 TCRs. Task: Binary Classification. Given a T-cell receptor sequence (or CDR3 region) and an epitope sequence, predict whether binding occurs between them. (1) The epitope is YLQPRTFLL. The TCR CDR3 sequence is CASSLELAANSPLHF. Result: 0 (the TCR does not bind to the epitope). (2) Result: 1 (the TCR binds to the epitope). The TCR CDR3 sequence is CASRDPAKNIQYF. The epitope is TPQDLNTML. (3) The epitope is NLDSKVGGNY. The TCR CDR3 sequence is CASSPLTGANYGYTF. Result: 0 (the TCR does not bind to the epitope). (4) The epitope is NYSGVVTTVMF. The TCR CDR3 sequence is CASSPMTGALRAEAFF. Result: 0 (the TCR does not bind to the epitope). (5) The epitope is FTISVTTEIL. The TCR CDR3 sequence is CSVAGTRANVLTF. Result: 0 (the TCR does not bind to the epitope). (6) The epitope is QARQMVQAMRTIGTHP. The TCR CDR3 sequence is CAWSAGTAHQPQHF. Result: 1 (the TCR binds to the epitope).